This data is from Reaction yield outcomes from USPTO patents with 853,638 reactions. The task is: Predict the reaction yield, written as a fraction of the theoretical maximum amount of product (1.0 means a 100% yield; for example, 0.34 means a 34% yield). (1) The reactants are Cl[C:2]1[C:7]([C:8]([O:10][CH2:11][CH3:12])=[O:9])=[CH:6][N:5]=[C:4]([S:13][CH3:14])[N:3]=1.[CH3:15][NH2:16]. The catalyst is O1CCCC1. The product is [CH3:15][NH:16][C:2]1[C:7]([C:8]([O:10][CH2:11][CH3:12])=[O:9])=[CH:6][N:5]=[C:4]([S:13][CH3:14])[N:3]=1. The yield is 0.960. (2) The yield is 0.540. The catalyst is CN(C=O)C.C(OCC)(=O)C. The reactants are [OH:1][C:2](=[CH:6][C:7]1[CH:12]=[CH:11][C:10]([N+:13]([O-:15])=[O:14])=[CH:9][CH:8]=1)[C:3](O)=[O:4].[C:16](=O)([O-])[O-].[Cs+].[Cs+].S([O:27][CH3:28])(OC)(=O)=O.O. The product is [CH3:16][O:1][C:2](=[CH:6][C:7]1[CH:12]=[CH:11][C:10]([N+:13]([O-:15])=[O:14])=[CH:9][CH:8]=1)[C:3]([O:27][CH3:28])=[O:4]. (3) The reactants are [C:7](O[C:7]([O:9][CH2:10][CH3:11])=[O:8])(=[O:8])[O:9][CH2:10][CH3:11].[NH2:12][C:13]1[C:18]([CH:19]=[O:20])=[CH:17][CH:16]=[CH:15][N:14]=1. The catalyst is C1C=CC=CC=1. The product is [CH:19]([C:18]1[C:13]([NH:12][C:7](=[O:8])[O:9][CH2:10][CH3:11])=[N:14][CH:15]=[CH:16][CH:17]=1)=[O:20]. The yield is 0.580. (4) The reactants are [OH:1][CH2:2][C:3]1([C:7]([N:9]2[C@@H:15]([CH3:16])[C:14]3[CH:17]=[CH:18][C:19]([C:21]([O:23][CH2:24][CH3:25])=[O:22])=[CH:20][C:13]=3[O:12][CH2:11][CH2:10]2)=[O:8])[CH2:6][O:5][CH2:4]1.[H-].[Na+].I[CH3:29]. The catalyst is C1COCC1. The product is [CH3:29][O:1][CH2:2][C:3]1([C:7]([N:9]2[C@@H:15]([CH3:16])[C:14]3[CH:17]=[CH:18][C:19]([C:21]([O:23][CH2:24][CH3:25])=[O:22])=[CH:20][C:13]=3[O:12][CH2:11][CH2:10]2)=[O:8])[CH2:4][O:5][CH2:6]1. The yield is 0.830. (5) The reactants are [CH3:1][O:2][C:3]1[CH:4]=[C:5]2[C:10](=[CH:11][CH:12]=1)[C:9]([OH:13])=[C:8]([C:14]1[CH:19]=[CH:18][CH:17]=[CH:16][CH:15]=1)[C:7]([CH3:20])=[CH:6]2.[H-].[Na+].[F:23][C:24]1[CH:25]=[C:26]([CH:29]=[CH:30][C:31]=1F)[CH:27]=[O:28]. The catalyst is CN(C=O)C. The product is [F:23][C:24]1[CH:25]=[C:26]([CH:29]=[CH:30][C:31]=1[O:13][C:9]1[C:10]2[C:5](=[CH:4][C:3]([O:2][CH3:1])=[CH:12][CH:11]=2)[CH:6]=[C:7]([CH3:20])[C:8]=1[C:14]1[CH:15]=[CH:16][CH:17]=[CH:18][CH:19]=1)[CH:27]=[O:28]. The yield is 0.440. (6) The reactants are [CH3:1][C:2]1[O:6][C:5]([C:7]2[CH:12]=[CH:11][CH:10]=[CH:9][CH:8]=2)=[N:4][C:3]=1[CH2:13][O:14][C:15]1[CH:16]=[C:17]([CH2:21][OH:22])[CH:18]=[N:19][CH:20]=1.S(Cl)(Cl)=O.O[C:28]1[CH:33]=[CH:32][C:31]([CH2:34][C:35]([O:37][CH3:38])=[O:36])=[CH:30][CH:29]=1.C(=O)([O-])[O-].[K+].[K+]. The catalyst is O.CN(C)C=O.C1(C)C=CC=CC=1.O1CCCC1. The product is [CH3:1][C:2]1[O:6][C:5]([C:7]2[CH:8]=[CH:9][CH:10]=[CH:11][CH:12]=2)=[N:4][C:3]=1[CH2:13][O:14][C:15]1[CH:16]=[C:17]([CH2:21][O:22][C:28]2[CH:33]=[CH:32][C:31]([CH2:34][C:35]([O:37][CH3:38])=[O:36])=[CH:30][CH:29]=2)[CH:18]=[N:19][CH:20]=1. The yield is 0.00840. (7) The reactants are [C:1]([C:5]([C:8]([C:11]([CH2:14][C:15]([CH2:18][C:19]([CH2:22][CH2:23]I)([F:21])[F:20])([F:17])[F:16])([F:13])[F:12])([F:10])[F:9])([F:7])[F:6])([F:4])([F:3])[F:2].CNC=[O:28].O. The catalyst is CCOCC. The product is [C:1]([C:5]([C:8]([C:11]([CH2:14][C:15]([CH2:18][C:19]([CH2:22][CH2:23][OH:28])([F:21])[F:20])([F:17])[F:16])([F:13])[F:12])([F:10])[F:9])([F:7])[F:6])([F:4])([F:3])[F:2]. The yield is 0.830.